This data is from Peptide-MHC class I binding affinity with 185,985 pairs from IEDB/IMGT. The task is: Regression. Given a peptide amino acid sequence and an MHC pseudo amino acid sequence, predict their binding affinity value. This is MHC class I binding data. (1) The MHC is HLA-A68:02 with pseudo-sequence HLA-A68:02. The binding affinity (normalized) is 0.208. The peptide sequence is VLSDFRTWL. (2) The peptide sequence is FTGEYLLRL. The MHC is HLA-A02:19 with pseudo-sequence HLA-A02:19. The binding affinity (normalized) is 0.0847.